Dataset: Catalyst prediction with 721,799 reactions and 888 catalyst types from USPTO. Task: Predict which catalyst facilitates the given reaction. (1) Reactant: C[O:2][C:3](=[O:36])[CH2:4][CH2:5][C:6]1[CH:11]=[CH:10][C:9]([O:12][CH:13]([CH3:34])[CH2:14][CH2:15][CH2:16][O:17][C:18]2[CH:23]=[CH:22][C:21]([CH2:24][CH3:25])=[CH:20][C:19]=2[C:26](=[O:33])[C:27]2[CH:32]=[CH:31][CH:30]=[CH:29][CH:28]=2)=[CH:8][C:7]=1[CH3:35].[OH-].[Na+].Cl. Product: [C:26]([C:19]1[CH:20]=[C:21]([CH2:24][CH3:25])[CH:22]=[CH:23][C:18]=1[O:17][CH2:16][CH2:15][CH2:14][CH:13]([CH3:34])[O:12][C:9]1[CH:10]=[CH:11][C:6]([CH2:5][CH2:4][C:3]([OH:36])=[O:2])=[C:7]([CH3:35])[CH:8]=1)(=[O:33])[C:27]1[CH:28]=[CH:29][CH:30]=[CH:31][CH:32]=1. The catalyst class is: 24. (2) Reactant: [OH:1][CH:2]([CH3:17])[C:3]([NH:6][C:7](=[O:16])[C:8]1[CH:13]=[CH:12][C:11]([F:14])=[CH:10][C:9]=1[F:15])([CH3:5])[CH3:4].C(N(CC)CC)C.O. Product: [O:1]=[C:2]([CH3:17])[C:3]([NH:6][C:7](=[O:16])[C:8]1[CH:13]=[CH:12][C:11]([F:14])=[CH:10][C:9]=1[F:15])([CH3:4])[CH3:5]. The catalyst class is: 16. (3) Reactant: FC(F)(F)S(O[C:7]1[C:15]2[C:10](=[CH:11][C:12]([C:17]#[N:18])=[C:13]([F:16])[CH:14]=2)[N:9]([CH3:19])[N:8]=1)(=O)=O.[Cl:22][C:23]1[C:24]([O:38][CH2:39][CH:40]([CH3:42])[CH3:41])=[N:25][CH:26]=[C:27](B2OC(C)(C)C(C)(C)O2)[CH:28]=1.C([O-])([O-])=O.[Cs+].[Cs+]. Product: [Cl:22][C:23]1[CH:28]=[C:27]([C:7]2[C:15]3[C:10](=[CH:11][C:12]([C:17]#[N:18])=[C:13]([F:16])[CH:14]=3)[N:9]([CH3:19])[N:8]=2)[CH:26]=[N:25][C:24]=1[O:38][CH2:39][CH:40]([CH3:42])[CH3:41]. The catalyst class is: 75. (4) Reactant: [Cl:1][C:2]1[CH:7]=[CH:6][C:5]([N:8]=[C:9]=[O:10])=[CH:4][CH:3]=1.Cl.[NH2:12][CH2:13][C:14]1[CH:22]=[CH:21][CH:20]=[C:19]2[C:15]=1[CH2:16][N:17]([CH:24]1[CH2:29][CH2:28][C:27](=[O:30])[NH:26][C:25]1=[O:31])[C:18]2=[O:23].C(N(CC)CC)C. Product: [Cl:1][C:2]1[CH:7]=[CH:6][C:5]([NH:8][C:9]([NH:12][CH2:13][C:14]2[CH:22]=[CH:21][CH:20]=[C:19]3[C:15]=2[CH2:16][N:17]([CH:24]2[CH2:29][CH2:28][C:27](=[O:30])[NH:26][C:25]2=[O:31])[C:18]3=[O:23])=[O:10])=[CH:4][CH:3]=1. The catalyst class is: 1. (5) Reactant: [ClH:1].N[C:3]1[CH:4]=[CH:5][C:6]([Cl:10])=[N:7][C:8]=1[CH3:9].N([O-])=O.[Na+].[S:15](=[O:17])=[O:16]. Product: [Cl:10][C:6]1[N:7]=[C:8]([CH3:9])[C:3]([S:15]([Cl:1])(=[O:17])=[O:16])=[CH:4][CH:5]=1. The catalyst class is: 6.